Predict the reactants needed to synthesize the given product. From a dataset of Full USPTO retrosynthesis dataset with 1.9M reactions from patents (1976-2016). (1) Given the product [CH3:3][CH:2]([C:4]1[N:9]=[C:8]([N:10]([S:12]([CH3:15])(=[O:13])=[O:14])[CH3:11])[N:7]=[C:6]([C:16]2[CH:21]=[CH:20][C:19]([F:22])=[CH:18][CH:17]=2)[C:5]=1/[CH:23]=[CH:24]/[C@@H:25]([OH:33])[CH2:26][C@@H:27]([OH:32])[CH2:28][C:29]([OH:31])=[O:30])[CH3:1], predict the reactants needed to synthesize it. The reactants are: [CH3:1][CH:2]([C:4]1[N:9]=[C:8]([N:10]([S:12]([CH3:15])(=[O:14])=[O:13])[CH3:11])[N:7]=[C:6]([C:16]2[CH:17]=[CH:18][C:19]([F:22])=[CH:20][CH:21]=2)[C:5]=1/[CH:23]=[CH:24]/[C@@H:25]([OH:33])[CH2:26][C@@H:27]([OH:32])[CH2:28][C:29]([OH:31])=[O:30])[CH3:3].C([NH-])CCC.O.C(O)C.C(N)(C)(C)C. (2) Given the product [S:25]([OH:29])([OH:28])(=[O:27])=[O:26].[OH:1][CH2:2][C@H:3]1[CH2:7][CH2:6][CH2:5][N:4]1[CH2:8][CH2:9][C:10]1[NH:11][C:12](=[O:21])[C:13]2[C:18]([CH:19]=1)=[C:17]([CH3:20])[CH:16]=[CH:15][CH:14]=2, predict the reactants needed to synthesize it. The reactants are: [OH:1][CH2:2][C@H:3]1[CH2:7][CH2:6][CH2:5][N:4]1[CH2:8][CH2:9][C:10]1[NH:11][C:12](=[O:21])[C:13]2[C:18]([CH:19]=1)=[C:17]([CH3:20])[CH:16]=[CH:15][CH:14]=2.C(O)C.[S:25](=[O:29])(=[O:28])([OH:27])[OH:26].